Dataset: Reaction yield outcomes from USPTO patents with 853,638 reactions. Task: Predict the reaction yield, written as a fraction of the theoretical maximum amount of product (1.0 means a 100% yield; for example, 0.34 means a 34% yield). (1) The reactants are C(OC(=O)[NH:5][C:6]1[S:10][N:9]=[C:8]([S:11][CH2:12][CH2:13][CH2:14][CH2:15][CH3:16])[C:7]=1[C:17]#[N:18])C.S(=O)(=O)(O)[OH:21]. No catalyst specified. The product is [NH2:5][C:6]1[S:10][N:9]=[C:8]([S:11][CH2:12][CH2:13][CH2:14][CH2:15][CH3:16])[C:7]=1[C:17]([NH2:18])=[O:21]. The yield is 1.00. (2) The reactants are [Br:1][C:2]1[C:3]([CH3:13])=[CH:4][CH:5]=[C:6]2[C:11]=1[N:10]=[C:9]([Cl:12])[N:8]=[CH:7]2.C1C(=O)N([Br:21])C(=O)C1. The catalyst is C(Cl)(Cl)(Cl)Cl. The product is [Br:1][C:2]1[C:3]([CH2:13][Br:21])=[CH:4][CH:5]=[C:6]2[C:11]=1[N:10]=[C:9]([Cl:12])[N:8]=[CH:7]2. The yield is 0.571. (3) The reactants are [NH2:1][C:2]1[S:3][C:4]([C:10]2[CH:15]=[CH:14][N:13]=[CH:12][CH:11]=2)=[CH:5][C:6]=1C(O)=O.Cl. The catalyst is C(O)CC. The product is [N:13]1[CH:14]=[CH:15][C:10]([C:4]2[S:3][C:2]([NH2:1])=[CH:6][CH:5]=2)=[CH:11][CH:12]=1. The yield is 0.820. (4) The reactants are [CH3:1][O:2][C:3]1[CH:16]=[CH:15][C:6]([CH2:7][N:8]2[CH:12]=[CH:11][C:10](C=O)=[N:9]2)=[CH:5][CH:4]=1.[H-].[Na+].N1C=CC([CH:24]=[O:25])=N1.COC1C=CC(CCl)=CC=1. The catalyst is CN(C=O)C.O. The product is [CH3:1][O:2][C:3]1[CH:4]=[CH:5][C:6]([CH2:7][N:8]2[C:12]([CH:24]=[O:25])=[CH:11][CH:10]=[N:9]2)=[CH:15][CH:16]=1. The yield is 0.123. (5) The reactants are [CH:1]1[C:6]([N+:7]([O-:9])=[O:8])=[CH:5][CH:4]=[C:3]([OH:10])[CH:2]=1.[F-].[Cs+].S(C1C=CC([N+]([O-])=O)=CC=1)(O[CH2:17][C@H:18]1[O:20][CH2:19]1)(=O)=O.O. The catalyst is CN(C=O)C. The product is [N+:7]([C:6]1[CH:5]=[CH:4][C:3]([O:10][CH2:17][C@H:18]2[O:20][CH2:19]2)=[CH:2][CH:1]=1)([O-:9])=[O:8]. The yield is 0.930. (6) The reactants are [F:1][C:2]1[C:7]([CH3:8])=[CH:6][C:5]([S:9](Cl)(=[O:11])=[O:10])=[C:4]([N+:13]([O-:15])=[O:14])[CH:3]=1.[NH2:16][C:17]1[CH:18]=[CH:19][CH:20]=[C:21]2[C:26]=1[N:25]=[CH:24][CH:23]=[CH:22]2.N1C=CC=CC=1. The catalyst is CN(C1C=CN=CC=1)C.C(Cl)Cl. The product is [F:1][C:2]1[C:7]([CH3:8])=[CH:6][C:5]([S:9]([NH:16][C:17]2[CH:18]=[CH:19][CH:20]=[C:21]3[C:26]=2[N:25]=[CH:24][CH:23]=[CH:22]3)(=[O:11])=[O:10])=[C:4]([N+:13]([O-:15])=[O:14])[CH:3]=1. The yield is 0.520. (7) The reactants are [CH3:1][CH2:2]O.CN1CCC(=N[N:12]([CH2:20][CH2:21][C:22]2[CH:23]=[N:24][C:25]([CH3:28])=[CH:26][CH:27]=2)[C:13]2[CH:18]=[CH:17][C:16]([CH3:19])=[CH:15][CH:14]=2)CC1. The catalyst is Cl.O.C([O-])([O-])=O.[Na+].[Na+]. The product is [CH3:20][N:12]1[CH2:2][CH2:1][C:15]2[N:12]([CH2:20][CH2:21][C:22]3[CH:23]=[N:24][C:25]([CH3:28])=[CH:26][CH:27]=3)[C:13]3[CH:14]=[CH:15][C:16]([CH3:19])=[CH:17][C:18]=3[C:14]=2[CH2:13]1. The yield is 0.630. (8) The reactants are Cl[C:2]([O:4][C:5]1[CH:10]=[CH:9][C:8]([CH2:11][C:12]2[CH:17]=[CH:16][C:15]([C:18]([F:21])([F:20])[F:19])=[CH:14][CH:13]=2)=[CH:7][CH:6]=1)=[O:3].[NH:22]1[C:26]([CH2:27][C:28]2[CH:40]=[CH:39][C:31]([O:32][CH:33]3[CH2:38][CH2:37][NH:36][CH2:35][CH2:34]3)=[CH:30][CH:29]=2)=[N:25][N:24]=[N:23]1. No catalyst specified. The product is [F:19][C:18]([F:21])([F:20])[C:15]1[CH:16]=[CH:17][C:12]([CH2:11][C:8]2[CH:9]=[CH:10][C:5]([O:4][C:2]([N:36]3[CH2:37][CH2:38][CH:33]([O:32][C:31]4[CH:30]=[CH:29][C:28]([CH2:27][C:26]5[NH:25][N:24]=[N:23][N:22]=5)=[CH:40][CH:39]=4)[CH2:34][CH2:35]3)=[O:3])=[CH:6][CH:7]=2)=[CH:13][CH:14]=1. The yield is 0.0300.